Dataset: Peptide-MHC class I binding affinity with 185,985 pairs from IEDB/IMGT. Task: Regression. Given a peptide amino acid sequence and an MHC pseudo amino acid sequence, predict their binding affinity value. This is MHC class I binding data. The peptide sequence is YPLTFGWCY. The MHC is HLA-B07:02 with pseudo-sequence HLA-B07:02. The binding affinity (normalized) is 0.00497.